Dataset: Forward reaction prediction with 1.9M reactions from USPTO patents (1976-2016). Task: Predict the product of the given reaction. Given the reactants [Si]([O:8][C@H:9]([C:69]1[CH:78]=[CH:77][C:76]([OH:79])=[C:75]2[C:70]=1[CH:71]=[CH:72][C:73](=[O:80])[NH:74]2)[CH2:10][N:11]([CH2:19][CH2:20][CH2:21][CH2:22][C:23]1([C:28]2[CH:33]=[CH:32][C:31]([NH:34][C:35](=[O:68])[C:36]3[CH:41]=[CH:40][CH:39]=[C:38]([S:42]([C:45]4[CH:46]=[C:47]5[C:52](=[C:53]([CH3:55])[CH:54]=4)[N:51]=[CH:50][C:49]([C:56](=[O:58])[NH2:57])=[C:48]5[NH:59][C:60]4[CH:65]=[CH:64][CH:63]=[C:62]([O:66][CH3:67])[CH:61]=4)(=[O:44])=[O:43])[CH:37]=3)=[CH:30][CH:29]=2)[S:27][CH2:26][CH2:25][S:24]1)C(=O)OC(C)(C)C)(C(C)(C)C)(C)C.FC(F)(F)C(O)=O, predict the reaction product. The product is: [OH:8][C@H:9]([C:69]1[CH:78]=[CH:77][C:76]([OH:79])=[C:75]2[C:70]=1[CH:71]=[CH:72][C:73](=[O:80])[NH:74]2)[CH2:10][NH:11][CH2:19][CH2:20][CH2:21][CH2:22][C:23]1([C:28]2[CH:29]=[CH:30][C:31]([NH:34][C:35]([C:36]3[CH:37]=[C:38]([S:42]([C:45]4[CH:46]=[C:47]5[C:52](=[C:53]([CH3:55])[CH:54]=4)[N:51]=[CH:50][C:49]([C:56]([NH2:57])=[O:58])=[C:48]5[NH:59][C:60]4[CH:65]=[CH:64][CH:63]=[C:62]([O:66][CH3:67])[CH:61]=4)(=[O:44])=[O:43])[CH:39]=[CH:40][CH:41]=3)=[O:68])=[CH:32][CH:33]=2)[S:24][CH2:25][CH2:26][S:27]1.